From a dataset of Catalyst prediction with 721,799 reactions and 888 catalyst types from USPTO. Predict which catalyst facilitates the given reaction. Reactant: Br[C:2]1[C:7](=[O:8])[N:6]([CH2:9][C:10]2[CH:15]=[CH:14][C:13]([O:16][CH3:17])=[CH:12][CH:11]=2)[N:5]=[C:4]([CH2:18][N:19]2[C:24](=[O:25])[C:23]([O:26][C:27]3[CH:28]=[C:29]([CH:32]=[C:33]([Cl:35])[CH:34]=3)[C:30]#[N:31])=[C:22]([C:36]([F:39])([F:38])[F:37])[N:21]=[CH:20]2)[CH:3]=1.[CH3:40][S:41]([O:43][Na])=[O:42].O. Product: [Cl:35][C:33]1[CH:32]=[C:29]([CH:28]=[C:27]([O:26][C:23]2[C:24](=[O:25])[N:19]([CH2:18][C:4]3[CH:3]=[C:2]([S:41]([CH3:40])(=[O:43])=[O:42])[C:7](=[O:8])[N:6]([CH2:9][C:10]4[CH:15]=[CH:14][C:13]([O:16][CH3:17])=[CH:12][CH:11]=4)[N:5]=3)[CH:20]=[N:21][C:22]=2[C:36]([F:39])([F:38])[F:37])[CH:34]=1)[C:30]#[N:31]. The catalyst class is: 16.